This data is from Peptide-MHC class I binding affinity with 185,985 pairs from IEDB/IMGT. The task is: Regression. Given a peptide amino acid sequence and an MHC pseudo amino acid sequence, predict their binding affinity value. This is MHC class I binding data. (1) The binding affinity (normalized) is 0.0847. The peptide sequence is VSIRGSHHK. The MHC is HLA-B08:01 with pseudo-sequence HLA-B08:01. (2) The peptide sequence is LVSDYCNVLNKEFT. The MHC is HLA-B45:01 with pseudo-sequence HLA-B45:01. The binding affinity (normalized) is 0. (3) The peptide sequence is RARKRGITM. The MHC is HLA-B46:01 with pseudo-sequence HLA-B46:01. The binding affinity (normalized) is 0.0847. (4) The peptide sequence is RPGIGKTCF. The MHC is H-2-Ld with pseudo-sequence H-2-Ld. The binding affinity (normalized) is 0.605. (5) The peptide sequence is RLASYGLYY. The MHC is HLA-A30:01 with pseudo-sequence HLA-A30:01. The binding affinity (normalized) is 0.473. (6) The binding affinity (normalized) is 0. The peptide sequence is SVEFDMSH. The MHC is H-2-Kb with pseudo-sequence H-2-Kb. (7) The binding affinity (normalized) is 0.700. The peptide sequence is FTNMEVQLVR. The MHC is HLA-A68:01 with pseudo-sequence HLA-A68:01. (8) The peptide sequence is SLFLPKLVV. The MHC is HLA-B08:01 with pseudo-sequence HLA-B08:01. The binding affinity (normalized) is 0. (9) The peptide sequence is FRELNRVTQDF. The MHC is Mamu-A07 with pseudo-sequence Mamu-A07. The binding affinity (normalized) is 0. (10) The peptide sequence is FLKNRFEAL. The MHC is HLA-B08:02 with pseudo-sequence HLA-B08:02. The binding affinity (normalized) is 0.540.